Dataset: Reaction yield outcomes from USPTO patents with 853,638 reactions. Task: Predict the reaction yield, written as a fraction of the theoretical maximum amount of product (1.0 means a 100% yield; for example, 0.34 means a 34% yield). (1) The reactants are [CH2:1]([N:8]([CH2:16][C@H:17]1[CH2:21][C@@H:20]([O:22][CH2:23][C:24]2[CH:29]=[CH:28][CH:27]=[CH:26][CH:25]=2)[CH2:19][N:18]1[C:30](OC(C)(C)C)=[O:31])[CH2:9][CH2:10]C(OCC)=O)[C:2]1[CH:7]=[CH:6][CH:5]=[CH:4][CH:3]=1.C(N(C[C@@H]1C[C@@H](OCC2C=CC=CC=2)CN1C(OC(C)(C)C)=O)CCC(OCC)=O)C1C=CC=CC=1.Cl.O1CCOCC1. The catalyst is CO. The product is [CH2:1]([N:8]1[CH2:9][CH2:10][C:30](=[O:31])[N:18]2[CH2:19][C@H:20]([O:22][CH2:23][C:24]3[CH:29]=[CH:28][CH:27]=[CH:26][CH:25]=3)[CH2:21][C@@H:17]2[CH2:16]1)[C:2]1[CH:7]=[CH:6][CH:5]=[CH:4][CH:3]=1. The yield is 0.350. (2) The reactants are [NH2:1][C:2]1[CH:7]=[CH:6][C:5]([OH:8])=[CH:4][C:3]=1[N+:9]([O-:11])=[O:10].CCN([CH:18]([CH3:20])[CH3:19])C(C)C.[CH2:21]([O:23][C:24]1[CH:25]=[C:26]([CH:32]=[CH:33][CH:34]=1)[O:27][CH2:28][C:29](Cl)=[O:30])[CH3:22].[C:35]([O-:38])(O)=O.[Na+]. The catalyst is C(Cl)Cl. The product is [CH2:21]([O:23][C:24]1[CH:25]=[C:26]([CH:20]=[CH:18][CH:19]=1)[O:27][CH2:28][C:35]([O:8][C:5]1[CH:6]=[CH:7][C:2]([NH:1][C:29](=[O:30])[CH2:28][O:27][C:26]2[CH:32]=[CH:33][CH:34]=[C:24]([O:23][CH2:21][CH3:22])[CH:25]=2)=[C:3]([N+:9]([O-:11])=[O:10])[CH:4]=1)=[O:38])[CH3:22]. The yield is 0.580. (3) The reactants are Br[CH:2]1[CH2:7][CH2:6][CH2:5][CH:4]([C:8]([N:10]2[CH2:15][CH2:14][CH2:13][CH2:12][CH2:11]2)=[O:9])[C:3]1=O.[CH2:17]([O:24][CH2:25][CH2:26][NH:27][C:28]1[CH:33]=[CH:32][CH:31]=[CH:30][CH:29]=1)[C:18]1[CH:23]=[CH:22][CH:21]=[CH:20][CH:19]=1. The catalyst is CC(O)C.[Cl-].[Zn+2].[Cl-]. The product is [CH2:17]([O:24][CH2:25][CH2:26][N:27]1[C:2]2[CH2:7][CH2:6][CH2:5][CH:4]([C:8]([N:10]3[CH2:15][CH2:14][CH2:13][CH2:12][CH2:11]3)=[O:9])[C:3]=2[C:33]2[C:28]1=[CH:29][CH:30]=[CH:31][CH:32]=2)[C:18]1[CH:19]=[CH:20][CH:21]=[CH:22][CH:23]=1. The yield is 0.270. (4) The reactants are Cl.C(O[C:5](=[NH:14])[C:6]1[CH:11]=[CH:10][C:9]([O:12][CH3:13])=[CH:8][CH:7]=1)C.[CH:15]1([NH2:18])[CH2:17][CH2:16]1. The catalyst is C(Cl)Cl. The product is [CH:15]1([NH:18][C:5](=[NH:14])[C:6]2[CH:7]=[CH:8][C:9]([O:12][CH3:13])=[CH:10][CH:11]=2)[CH2:17][CH2:16]1. The yield is 0.820.